This data is from Full USPTO retrosynthesis dataset with 1.9M reactions from patents (1976-2016). The task is: Predict the reactants needed to synthesize the given product. Given the product [F:1][C:2]1[CH:7]=[CH:6][C:5]([F:8])=[CH:4][C:3]=1[C:9]([N:11]1[CH2:16][CH2:15][NH:14][C:13]2[N:17]=[CH:18][C:19]([C:34]3[CH:33]=[CH:32][C:31]([C:29]([N:26]4[CH2:27][CH2:28][N:23]([CH3:22])[CH2:24][CH2:25]4)=[O:30])=[CH:36][CH:35]=3)=[CH:20][C:12]1=2)=[O:10], predict the reactants needed to synthesize it. The reactants are: [F:1][C:2]1[CH:7]=[CH:6][C:5]([F:8])=[CH:4][C:3]=1[C:9]([N:11]1[CH2:16][CH2:15][NH:14][C:13]2[N:17]=[CH:18][C:19](I)=[CH:20][C:12]1=2)=[O:10].[CH3:22][N:23]1[CH2:28][CH2:27][N:26]([C:29]([C:31]2[CH:36]=[CH:35][C:34](B3OC(C)(C)C(C)(C)O3)=[CH:33][CH:32]=2)=[O:30])[CH2:25][CH2:24]1.